This data is from Experimentally validated miRNA-target interactions with 360,000+ pairs, plus equal number of negative samples. The task is: Binary Classification. Given a miRNA mature sequence and a target amino acid sequence, predict their likelihood of interaction. (1) The miRNA is mmu-miR-499-5p with sequence UUAAGACUUGCAGUGAUGUUU. The protein sequence of the target gene is MARGGAGAEEASLRSNALSWLACGLLALLANAWIILSISAKQQKHKPLELLLCFLAGTHILMAAVPLTTFAVVQLRRQASSDYDWNESICKVFVSTYYTLALATCFTVASLSYHRMWMVRWPVNYRLSNAKKQALHAVMGIWMVSFILSTLPSIGWHNNGERYYARGCQFIVSKIGLGFGVCFSLLLLGGIVMGLVCVAITFYQTLWARPRRARQARRVGGGGGTKAGGPGALGTRPAFEVPAIVVEDARGKRRSSLDGSESAKTSLQVTNLVSAIVFLYDSLTGVPILVVSFFSLKSDS.... Result: 0 (no interaction). (2) The miRNA is hsa-miR-3122 with sequence GUUGGGACAAGAGGACGGUCUU. The protein sequence of the target gene is MKRTPTAEEREREAKKLRLLEELEDTWLPYLTPKDDEFYQQWQLKYPKLILREASSVSEELHKEVQEAFLTLHKHGCLFRDLVRIQGKDLLTPVSRILIGNPGCTYKYLNTRLFTVPWPVKGSNIKHTEAEIAAACETFLKLNDYLQIETIQALEELAAKEKANEDAVPLCMSADFPRVGMGSSYNGQDEVDIKSRAAYNVTLLNFMDPQKMPYLKEEPYFGMGKMAVSWHHDENLVDRSAVAVYSYSCEGPEEESEDDSHLEGRDPDIWHVGFKISWDIETPGLAIPLHQGDCYFMLDD.... Result: 1 (interaction). (3) The protein sequence of the target gene is MPKLQGFEFWSRTLGGARHVVAPMVDQSELAWRLLSRRHGAQLCYTPMLHAQVFVRDANYRKENLYCDVCPEDRPLIVQFCANDPEVFVQAALLAQDYCDAIDLNLGCPQMIAKRGHYGAFLQEEWDLLQRMILLAHERLSVPVTCKIRVFPEIDKTVRYAQMLEKAGCQLLTVHGRTKEQKGPMAGTASWEHIKAVRKAVGIPVFANGNIQCLQDVERCIQDTGVQGVMSAEGNLHNPALFEGRSPAVWELAEEYLDIVRQHPCPLSYVRAHLFKLWHHTLQVHQQLREELAKVKTLEG.... Result: 0 (no interaction). The miRNA is cel-miR-1829a-3p with sequence CAACCAUUGGAAUUUCUCUAUU. (4) The miRNA is hsa-miR-6833-3p with sequence UUUCUCUCUCCACUUCCUCAG. The protein sequence of the target gene is MVPALRYLVGACGRARGLFAGGSPGACGFASGRPRPLCGGSRSASTSSFDIVIVGGGIVGLASARALILRHPSLSIGVLEKEKDLAVHQTGHNSGVIHSGIYYKPESLKAKLCVQGAALLYEYCQQKGISYKQCGKLIVAVEQEEIPRLQALYEKGLQNGVPGLRLIQQEDIKKKEPYCRGLMAIDCPHTGIVDYRQVALSFAQDFQEAGGSVLTNFEVKGIEMAKESPSRSIDGMQYPIVIKNTKGEEIRCQYVVTCAGLYSDRISELSGCTPDPRIVPFRGDYLLLKPEKCYLVKGNI.... Result: 0 (no interaction). (5) The miRNA is hsa-miR-4653-5p with sequence UCUCUGAGCAAGGCUUAACACC. The protein sequence of the target gene is MSVVRSSVHARWIVGKVIGTKMQKTAKVRVTRLVLDPYLLKYFNKRKTYFAHDALQQCTVGDIVLLRALPVPRAKHVKHELAEIVFKVGKVIDPVTGKPCAGTTYLESPLSSETTQLSKNLEELNISSAQ. Result: 1 (interaction). (6) Result: 0 (no interaction). The protein sequence of the target gene is MATMLLLLATLAGLFTTTEGQSFHLGKCPSPPVQENFDVKKYLGRWYEIEKIPVSFEKGNCIQANYSLMENGNIKVLNKELRPDGTLNQVEGEAKQSNMSEPAKLEVQFFSLMPPAPYWILATDYESYALVYSCTTFFWFFHVDYVWILGRNPYLPPETITYLKYILTSNDIDIAKITTKDQANCPDFL. The miRNA is hsa-miR-513c-3p with sequence UAAAUUUCACCUUUCUGAGAAGA. (7) The miRNA is hsa-miR-939-5p with sequence UGGGGAGCUGAGGCUCUGGGGGUG. The protein sequence of the target gene is MFQAAGAAQATPSHDAKGGGSSTVQRSKSFSLRAQVKETCAACQKTVYPMERLVADKLIFHNSCFCCKHCHTKLSLGSYAALHGEFYCKPHFQQLFKSKGNYDEGFGRKQHKELWAHKEVDPGTKTA. Result: 1 (interaction). (8) The miRNA is rno-miR-494-3p with sequence UGAAACAUACACGGGAAACCUCU. The protein sequence of the target gene is MAQGSGDQRAVGVADPEESSPNMIVYCKIEDIITKMQDDKTGGVPIRTVKSFLSKIPSVVTGTDIVQWLMKNLSIEDPVEAIHLGSLIAAQGYIFPISDHVLTMKDDGTFYRFQAPYFWPSNCWEPENTDYAIYLCKRTMQNKARLELADYEAENLARLQRAFARKWEFIFMQAEAQVKIDRKKDKTERKILDSQERAFWDVHRPVPGCVNTTEMDIRKCRRLKNPQKVKKSVYGVTEESQAQSPVHVLSQPIRKTTKEDIRKQITFLNAQIDRHCLKMSKVAESLIAYTEQYVEYDPLI.... Result: 0 (no interaction).